From a dataset of Forward reaction prediction with 1.9M reactions from USPTO patents (1976-2016). Predict the product of the given reaction. (1) Given the reactants C(OC([N:8]1[CH2:12][C:11]([F:14])([F:13])[CH2:10][CH:9]1[CH2:15][O:16][C:17]1[CH:26]=[CH:25][C:20]([C:21]([O:23][CH3:24])=[O:22])=[CH:19][CH:18]=1)=O)(C)(C)C.C(O)(C(F)(F)F)=O, predict the reaction product. The product is: [F:14][C:11]1([F:13])[CH2:12][NH:8][CH:9]([CH2:15][O:16][C:17]2[CH:26]=[CH:25][C:20]([C:21]([O:23][CH3:24])=[O:22])=[CH:19][CH:18]=2)[CH2:10]1. (2) Given the reactants [CH3:1][O:2][C:3](=[O:65])[NH:4][C@@H:5]([CH:62]([CH3:64])[CH3:63])[C:6]([N:8]1[C@H:16]([C:17]2[NH:18][C:19]([C:22]3[CH:27]=[CH:26][C:25]([C:28]4C=C[C:35]5[C:30](=[CH:31][CH:32]=[C:33]([C:38]6[NH:42][C:41]([C@@H:43]7[CH2:47][CH2:46][CH2:45][N:44]7[C:48](=[O:61])[C@H:49]([NH:56][C:57]([O:59][CH3:60])=[O:58])[C:50]7[CH:55]=[CH:54][CH:53]=[CH:52][CH:51]=7)=[N:40][CH:39]=6)[CH:34]=5)[CH:29]=4)=[CH:24][CH:23]=3)=[CH:20][N:21]=2)[CH2:15][C:10]2(OCCO2)[CH2:9]1)=[O:7].Cl.Cl.Cl.CC(C)[C@H](NC(=O)OC)C(=O)N1CCC[C@H]1C1NC([C:83]2[CH:92]=[CH:91][C:90]3[C:85](=CC=C(C4C=CC(C5NC([C@@H]6CCCN6)=NC=5)=CC=4)C=3)[CH:84]=2)=CN=1.[CH2:116](OC(N1CCC2C(=CC=CC=2)[C@@H]1C(O)=O)=O)[C:117]1C=CC=CC=1.COC(N[C@H:144](C1C=CC=CC=1)[C:145](O)=O)=O.Cl.Cl.Cl.CC(C)[C@H](NC(=O)OC)C(=O)N1[C@H](C2NC(C3C=CC(C4C=CC5C(=CC=C(C6NC([C@@H]7CCCN7)=NC=6)C=5)C=4)=CC=3)=CN=2)CC2(OCCO2)C1, predict the reaction product. The product is: [CH3:1][O:2][C:3]([NH:4][C@@H:5]([CH:62]([CH3:64])[CH3:63])[C:6]([N:8]1[CH2:9][CH2:10][CH2:15][C@H:16]1[C:17]1[NH:18][C:19]([C:22]2[CH:27]=[C:26]3[C:25](=[CH:24][CH:23]=2)[CH:28]=[C:29]([C:30]2[CH:31]=[CH:32][C:33]([C:38]4[NH:42][C:41]([C@@H:43]5[CH2:47][CH2:46][CH2:45][N:44]5[C:48]([C@H:49]5[C:50]6[C:51](=[CH:52][CH:53]=[CH:54][CH:55]=6)[CH2:145][CH2:144][N:56]5[C:57]([O:59][CH2:60][C:83]5[CH:92]=[CH:91][CH:90]=[CH:85][CH:84]=5)=[O:58])=[O:61])=[N:40][CH:39]=4)=[CH:34][CH:35]=2)[CH:117]=[CH:116]3)=[CH:20][N:21]=1)=[O:7])=[O:65]. (3) Given the reactants [CH2:1]([O:8][C:9]1[CH:33]=[CH:32][C:12]([CH2:13][N:14]([CH2:24][CH2:25][C:26]2[CH:31]=[CH:30][CH:29]=[CH:28][N:27]=2)[C:15](=[O:23])[C:16]2[CH:21]=[CH:20][CH:19]=[CH:18][C:17]=2[Cl:22])=[CH:11][C:10]=1[OH:34])[C:2]1[CH:7]=[CH:6][CH:5]=[CH:4][CH:3]=1.C([O-])([O-])=O.[K+].[K+].Cl[CH2:42][C:43]([N:45]([CH3:47])[CH3:46])=[O:44], predict the reaction product. The product is: [CH2:1]([O:8][C:9]1[CH:33]=[CH:32][C:12]([CH2:13][N:14]([CH2:24][CH2:25][C:26]2[CH:31]=[CH:30][CH:29]=[CH:28][N:27]=2)[C:15](=[O:23])[C:16]2[CH:21]=[CH:20][CH:19]=[CH:18][C:17]=2[Cl:22])=[CH:11][C:10]=1[O:34][CH2:42][C:43](=[O:44])[N:45]([CH3:47])[CH3:46])[C:2]1[CH:7]=[CH:6][CH:5]=[CH:4][CH:3]=1. (4) Given the reactants C1(CC[C:16](O)=[O:17])C2NC3C(=CC=CC=3)C=2C=CC=1.[CH2:19]([NH:21][CH2:22][CH3:23])[CH3:20].[CH:24]1(N=C=N[CH:25]2[CH2:24]CC[CH2:27][CH2:26]2)CC[CH2:27][CH2:26][CH2:25]1.[CH2:39]([N:41]([C:44]1[CH:49]=[CH:48][CH:47]=[CH:46]N=1)[CH2:42][CH3:43])[CH3:40].Cl[CH2:51]Cl, predict the reaction product. The product is: [CH:43]1[C:42]2[N:41]([CH2:39][CH2:40][C:16]([N:21]([CH2:22][CH3:23])[CH2:19][CH3:20])=[O:17])[C:44]3[C:49](=[CH:48][CH:47]=[CH:46][CH:51]=3)[C:27]=2[CH:26]=[CH:25][CH:24]=1. (5) Given the reactants [Cl:1][C:2]1[N:3]=[C:4]([NH:11][C@@H:12]2[CH2:16][CH2:15][NH:14][CH2:13]2)[C:5]2[S:10][CH:9]=[CH:8][C:6]=2[N:7]=1.C(N(CC)CC)C.[C:24](Cl)(=[O:27])[CH:25]=[CH2:26], predict the reaction product. The product is: [Cl:1][C:2]1[N:3]=[C:4]([NH:11][C@@H:12]2[CH2:16][CH2:15][N:14]([C:24](=[O:27])[CH:25]=[CH2:26])[CH2:13]2)[C:5]2[S:10][CH:9]=[CH:8][C:6]=2[N:7]=1. (6) The product is: [C:27]([NH:26][C:17]1[CH:16]=[C:25]2[C:20](=[CH:19][CH:18]=1)[CH2:21][C:22](=[O:9])[CH2:23][CH2:24]2)(=[O:29])[CH3:28]. Given the reactants ClC1C=CC=C(C(OO)=[O:9])C=1.C(Cl)(Cl)Cl.[CH:16]1[C:25]2[CH2:24][CH2:23][CH:22]=[CH:21][C:20]=2[CH:19]=[CH:18][C:17]=1[NH:26][C:27](=[O:29])[CH3:28].C1(C)C=CC(S(O)(=O)=O)=CC=1, predict the reaction product. (7) Given the reactants [C:1]([O:5][C:6](=[O:15])[NH:7][C@H:8]([C:12](=[O:14])[NH2:13])[CH2:9][C:10]#[CH:11])([CH3:4])([CH3:3])[CH3:2].[C:16]1([S:22](O)(=[O:24])=[O:23])[CH:21]=[CH:20][CH:19]=[CH:18][CH:17]=1.CCN=C=NCCCN(C)C, predict the reaction product. The product is: [O:14]=[C:12]([NH:13][S:22]([C:16]1[CH:21]=[CH:20][CH:19]=[CH:18][CH:17]=1)(=[O:24])=[O:23])[C@@H:8]([NH:7][C:6](=[O:15])[O:5][C:1]([CH3:4])([CH3:2])[CH3:3])[CH2:9][C:10]#[CH:11]. (8) Given the reactants [CH3:1][NH:2]S(C1C=CC([N+]([O-])=O)=CC=1[N+]([O-])=O)(=O)=O.C1(P(C2C=CC=CC=2)C2C=CC=CC=2)C=CC=CC=1.[Cl:37][C:38]1[C:39]([C:59]2[N:60]([CH:65]([CH3:67])[CH3:66])[C:61]([CH3:64])=[N:62][CH:63]=2)=[N:40][C:41]([NH:44][C:45]2[CH:57]=[CH:56][C:48]([C:49]([NH:51][CH2:52][C@H:53](O)[CH3:54])=[O:50])=[C:47]([F:58])[CH:46]=2)=[N:42][CH:43]=1.CC(OC(/N=N/C(OC(C)C)=O)=O)C.C(N)CC, predict the reaction product. The product is: [Cl:37][C:38]1[C:39]([C:59]2[N:60]([CH:65]([CH3:67])[CH3:66])[C:61]([CH3:64])=[N:62][CH:63]=2)=[N:40][C:41]([NH:44][C:45]2[CH:57]=[CH:56][C:48]([C:49]([NH:51][CH2:52][C@@H:53]([NH:2][CH3:1])[CH3:54])=[O:50])=[C:47]([F:58])[CH:46]=2)=[N:42][CH:43]=1. (9) Given the reactants C(=O)([O-])[O-].[K+].[K+].S(O)(O)(=O)=O.[NH2:12][OH:13].S([O-])([O-])=O.[Na+].[Na+].C[O:21][C:22](=O)[C:23]1[C:28]([O:29][C@@H:30]2[CH2:34][CH2:33][O:32][CH2:31]2)=[CH:27][CH:26]=[CH:25][C:24]=1[OH:35], predict the reaction product. The product is: [OH:35][C:24]1[CH:25]=[CH:26][CH:27]=[C:28]([O:29][C@@H:30]2[CH2:34][CH2:33][O:32][CH2:31]2)[C:23]=1[C:22]([NH:12][OH:13])=[O:21]. (10) Given the reactants CC(C)(O[C:5]([NH:7][C@@H:8]1[CH2:14][CH2:13][CH2:12][CH2:11][N:10]([C:15]([O:17][CH2:18][CH3:19])=[O:16])[C:9]1=[O:20])=[O:6])C.C(O)(C(F)(F)F)=O.ClC(Cl)(OC(=O)OC(Cl)(Cl)Cl)Cl.C([O-])(O)=O.[Na+].[Cl:46][C:47]1[CH:56]=[C:55]2[C:50]([C:51]([N:58]3[CH2:63][CH2:62][NH:61][CH2:60][CH2:59]3)=[CH:52][C:53]([NH2:57])=[N:54]2)=[CH:49][CH:48]=1, predict the reaction product. The product is: [CH2:18]([O:17][C:15]([N:10]1[CH2:11][CH2:12][CH2:13][CH2:14][C@H:8]([NH:7][C:5]([N:61]2[CH2:62][CH2:63][N:58]([C:51]3[C:50]4[C:55](=[CH:56][C:47]([Cl:46])=[CH:48][CH:49]=4)[N:54]=[C:53]([NH2:57])[CH:52]=3)[CH2:59][CH2:60]2)=[O:6])[C:9]1=[O:20])=[O:16])[CH3:19].